From a dataset of Reaction yield outcomes from USPTO patents with 853,638 reactions. Predict the reaction yield, written as a fraction of the theoretical maximum amount of product (1.0 means a 100% yield; for example, 0.34 means a 34% yield). (1) The reactants are [CH3:1][C:2]1[CH:15]=[C:5]2[C:6]([C@@H:10]3[CH2:12][C@H:11]3[CH2:13][NH2:14])=[CH:7][CH:8]=[CH:9][N:4]2[N:3]=1.C(N(CC)CC)C.[C:23](OC(=O)C)(=[O:25])[CH3:24]. The catalyst is O1CCCC1.C(=O)([O-])O.[Na+]. The product is [CH3:1][C:2]1[CH:15]=[C:5]2[C:6]([C@@H:10]3[CH2:12][C@H:11]3[CH2:13][NH:14][C:23](=[O:25])[CH3:24])=[CH:7][CH:8]=[CH:9][N:4]2[N:3]=1. The yield is 0.540. (2) The reactants are C[O:2][C:3](=[O:41])[C:4]1[CH:9]=[CH:8][C:7]([NH:10][C:11]([C@H:13]2[C@H:17]([C:18]3[CH:23]=[C:22]([Cl:24])[CH:21]=[CH:20][C:19]=3[F:25])[C@:16]([C:28]3[CH:33]=[CH:32][C:31]([Cl:34])=[CH:30][C:29]=3[F:35])([C:26]#[N:27])[C@H:15]([CH2:36][C:37]([CH3:40])([CH3:39])[CH3:38])[NH:14]2)=[O:12])=[CH:6][CH:5]=1.[OH-].[Na+].CO.Cl. The catalyst is O1CCCC1. The product is [Cl:24][C:22]1[CH:21]=[CH:20][C:19]([F:25])=[C:18]([C@@H:17]2[C@:16]([C:28]3[CH:33]=[CH:32][C:31]([Cl:34])=[CH:30][C:29]=3[F:35])([C:26]#[N:27])[C@H:15]([CH2:36][C:37]([CH3:40])([CH3:39])[CH3:38])[NH:14][C@H:13]2[C:11]([NH:10][C:7]2[CH:8]=[CH:9][C:4]([C:3]([OH:41])=[O:2])=[CH:5][CH:6]=2)=[O:12])[CH:23]=1. The yield is 0.730. (3) The reactants are [F:1][C:2]1[CH:3]=[C:4]([C@H:8]2[CH2:12][CH2:11][CH2:10][N:9]2[C:13]2[CH:18]=[CH:17][N:16]3[N:19]=[CH:20][C:21]([C:22]([OH:24])=O)=[C:15]3[N:14]=2)[CH:5]=[N:6][CH:7]=1.CN(C(ON1N=NC2C=CC=NC1=2)=[N+](C)C)C.F[P-](F)(F)(F)(F)F.Cl.[F:50][C:51]([F:57])([F:56])[C:52]1([NH2:55])[CH2:54][CH2:53]1.CCN(C(C)C)C(C)C. The catalyst is CN(C=O)C. The product is [F:1][C:2]1[CH:3]=[C:4]([C@H:8]2[CH2:12][CH2:11][CH2:10][N:9]2[C:13]2[CH:18]=[CH:17][N:16]3[N:19]=[CH:20][C:21]([C:22]([NH:55][C:52]4([C:51]([F:57])([F:56])[F:50])[CH2:54][CH2:53]4)=[O:24])=[C:15]3[N:14]=2)[CH:5]=[N:6][CH:7]=1. The yield is 0.230. (4) The reactants are [Cl:1][C:2]1[CH:7]=[CH:6][C:5]([C:8]2([C:13]#N)[CH2:12][CH2:11][CH2:10][CH2:9]2)=[CH:4][CH:3]=1.C1(C2(C=[O:27])CCCC2)C=CC=CC=1. No catalyst specified. The product is [Cl:1][C:2]1[CH:7]=[CH:6][C:5]([C:8]2([CH:13]=[O:27])[CH2:12][CH2:11][CH2:10][CH2:9]2)=[CH:4][CH:3]=1. The yield is 0.982. (5) The reactants are [Cl:1][C:2]1[CH:7]=[CH:6][N:5]=[C:4]([N:8]2[CH2:19][CH2:18][N:17]3[C:10](=[CH:11][C:12]4[CH2:13][C:14]([CH3:21])([CH3:20])[CH2:15][C:16]=43)[C:9]2=[O:22])[C:3]=1[CH:23]=[O:24].C([OH:29])(C)(C)C.CC(=CC)C.[O-]Cl=O.[Na+]. The catalyst is ClCCl. The product is [Cl:1][C:2]1[CH:7]=[CH:6][N:5]=[C:4]([N:8]2[CH2:19][CH2:18][N:17]3[C:10](=[CH:11][C:12]4[CH2:13][C:14]([CH3:21])([CH3:20])[CH2:15][C:16]=43)[C:9]2=[O:22])[C:3]=1[C:23]([OH:29])=[O:24]. The yield is 0.600. (6) The catalyst is C1COCC1. The yield is 0.950. The reactants are [CH3:1][C:2]([CH3:32])([CH3:31])[C:3](=[O:30])[CH2:4][O:5][C:6]1[CH:11]=[CH:10][C:9]([C:12]([C:17]2[O:18][C:19]3[CH:25]=[C:24]([C:26]([OH:28])=[O:27])[CH:23]=[CH:22][C:20]=3[CH:21]=2)([CH2:15][CH3:16])[CH2:13][CH3:14])=[CH:8][C:7]=1[CH3:29].[BH4-].[Na+]. The product is [CH2:13]([C:12]([C:17]1[O:18][C:19]2[CH:25]=[C:24]([C:26]([OH:28])=[O:27])[CH:23]=[CH:22][C:20]=2[CH:21]=1)([C:9]1[CH:10]=[CH:11][C:6]([O:5][CH2:4][CH:3]([OH:30])[C:2]([CH3:31])([CH3:32])[CH3:1])=[C:7]([CH3:29])[CH:8]=1)[CH2:15][CH3:16])[CH3:14].